This data is from NCI-60 drug combinations with 297,098 pairs across 59 cell lines. The task is: Regression. Given two drug SMILES strings and cell line genomic features, predict the synergy score measuring deviation from expected non-interaction effect. (1) Drug 1: COC1=C(C=C2C(=C1)N=CN=C2NC3=CC(=C(C=C3)F)Cl)OCCCN4CCOCC4. Drug 2: CC1C(C(CC(O1)OC2CC(CC3=C2C(=C4C(=C3O)C(=O)C5=CC=CC=C5C4=O)O)(C(=O)C)O)N)O. Cell line: SK-MEL-28. Synergy scores: CSS=55.5, Synergy_ZIP=-0.493, Synergy_Bliss=4.75, Synergy_Loewe=-21.8, Synergy_HSA=5.53. (2) Drug 1: C1=CC(=C2C(=C1NCCNCCO)C(=O)C3=C(C=CC(=C3C2=O)O)O)NCCNCCO. Drug 2: CC1=C(C(CCC1)(C)C)C=CC(=CC=CC(=CC(=O)O)C)C. Cell line: NCI-H322M. Synergy scores: CSS=16.4, Synergy_ZIP=-6.27, Synergy_Bliss=-4.22, Synergy_Loewe=-25.3, Synergy_HSA=-2.65. (3) Drug 1: CS(=O)(=O)CCNCC1=CC=C(O1)C2=CC3=C(C=C2)N=CN=C3NC4=CC(=C(C=C4)OCC5=CC(=CC=C5)F)Cl. Drug 2: CN(CCCl)CCCl.Cl. Cell line: RPMI-8226. Synergy scores: CSS=56.4, Synergy_ZIP=-6.47, Synergy_Bliss=-7.29, Synergy_Loewe=-1.13, Synergy_HSA=0.757. (4) Drug 1: C1=CC(=C2C(=C1NCCNCCO)C(=O)C3=C(C=CC(=C3C2=O)O)O)NCCNCCO. Drug 2: CCC1(C2=C(COC1=O)C(=O)N3CC4=CC5=C(C=CC(=C5CN(C)C)O)N=C4C3=C2)O.Cl. Cell line: U251. Synergy scores: CSS=64.9, Synergy_ZIP=0.0877, Synergy_Bliss=0.250, Synergy_Loewe=0.459, Synergy_HSA=4.65. (5) Drug 1: CC12CCC(CC1=CCC3C2CCC4(C3CC=C4C5=CN=CC=C5)C)O. Drug 2: COC1=CC(=CC(=C1O)OC)C2C3C(COC3=O)C(C4=CC5=C(C=C24)OCO5)OC6C(C(C7C(O6)COC(O7)C8=CC=CS8)O)O. Cell line: NCI/ADR-RES. Synergy scores: CSS=1.10, Synergy_ZIP=-3.42, Synergy_Bliss=-5.76, Synergy_Loewe=-6.20, Synergy_HSA=-6.07. (6) Drug 1: CCCCCOC(=O)NC1=NC(=O)N(C=C1F)C2C(C(C(O2)C)O)O. Drug 2: C1=NNC2=C1C(=O)NC=N2. Cell line: A498. Synergy scores: CSS=-3.17, Synergy_ZIP=1.50, Synergy_Bliss=-0.613, Synergy_Loewe=-3.94, Synergy_HSA=-3.82. (7) Drug 1: CCC(=C(C1=CC=CC=C1)C2=CC=C(C=C2)OCCN(C)C)C3=CC=CC=C3.C(C(=O)O)C(CC(=O)O)(C(=O)O)O. Synergy scores: CSS=-0.110, Synergy_ZIP=-0.975, Synergy_Bliss=-1.66, Synergy_Loewe=-1.44, Synergy_HSA=-1.87. Drug 2: C1=NNC2=C1C(=O)NC=N2. Cell line: NCIH23. (8) Drug 1: CCCS(=O)(=O)NC1=C(C(=C(C=C1)F)C(=O)C2=CNC3=C2C=C(C=N3)C4=CC=C(C=C4)Cl)F. Drug 2: CC(C1=C(C=CC(=C1Cl)F)Cl)OC2=C(N=CC(=C2)C3=CN(N=C3)C4CCNCC4)N. Cell line: HS 578T. Synergy scores: CSS=-8.70, Synergy_ZIP=4.73, Synergy_Bliss=0.0208, Synergy_Loewe=-8.99, Synergy_HSA=-7.53. (9) Drug 1: CC1=C(C(=CC=C1)Cl)NC(=O)C2=CN=C(S2)NC3=CC(=NC(=N3)C)N4CCN(CC4)CCO. Drug 2: CCC1(CC2CC(C3=C(CCN(C2)C1)C4=CC=CC=C4N3)(C5=C(C=C6C(=C5)C78CCN9C7C(C=CC9)(C(C(C8N6C)(C(=O)OC)O)OC(=O)C)CC)OC)C(=O)OC)O.OS(=O)(=O)O. Cell line: SF-268. Synergy scores: CSS=4.76, Synergy_ZIP=-1.97, Synergy_Bliss=-0.205, Synergy_Loewe=-3.68, Synergy_HSA=-0.905.